This data is from Reaction yield outcomes from USPTO patents with 853,638 reactions. The task is: Predict the reaction yield, written as a fraction of the theoretical maximum amount of product (1.0 means a 100% yield; for example, 0.34 means a 34% yield). (1) The reactants are P(Cl)(Cl)(Cl)(Cl)[Cl:2].[CH3:7][O:8][C:9]1[CH:22]=[CH:21][C:12]([C:13]([C:15]2[CH:20]=[CH:19][CH:18]=[CH:17][CH:16]=2)=[O:14])=[CH:11][CH:10]=1. No catalyst specified. The product is [Cl-:2].[Cl-:2].[CH3:7][O:8][C:9]1[CH:22]=[CH:21][C:12]([C:13]([C:15]2[CH:20]=[CH:19][CH:18]=[CH:17][CH:16]=2)=[O:14])=[CH:11][CH:10]=1. The yield is 0.700. (2) The reactants are C([Li])(C)(C)C.Br[C:7]1[CH:12]=[CH:11][N:10]=[C:9]([C:13]([F:16])([F:15])[F:14])[CH:8]=1.[Cl:17][C:18]1[CH:19]=[C:20]([F:42])[C:21]([C:40]#[N:41])=[C:22]([C:24]([C:32]2[CH:37]=[CH:36][CH:35]=[C:34]([O:38][CH3:39])[CH:33]=2)=[N:25]S(C(C)(C)C)=O)[CH:23]=1.Cl.CO. The catalyst is C1COCC1. The product is [Cl:17][C:18]1[CH:23]=[C:22]2[C:21]([C:40]([NH2:41])=[N:25][C:24]2([C:32]2[CH:37]=[CH:36][CH:35]=[C:34]([O:38][CH3:39])[CH:33]=2)[C:7]2[CH:12]=[CH:11][N:10]=[C:9]([C:13]([F:16])([F:15])[F:14])[CH:8]=2)=[C:20]([F:42])[CH:19]=1. The yield is 0.390. (3) The reactants are Br[CH2:2][C:3]([O:5][CH2:6][CH3:7])=[O:4].C(=O)([O-])[O-].[K+].[K+].[CH3:14][C:15]1[C:24]2[C:19](=[CH:20][C:21]([CH3:25])=[CH:22][CH:23]=2)[C:18]([N:26]2[CH:30]=[N:29][N:28]=[C:27]2[SH:31])=[CH:17][CH:16]=1.CN(C=O)C. The catalyst is C1COCC1.O. The product is [CH3:14][C:15]1[C:24]2[C:19](=[CH:20][C:21]([CH3:25])=[CH:22][CH:23]=2)[C:18]([N:26]2[CH:30]=[N:29][N:28]=[C:27]2[S:31][CH2:2][C:3]([O:5][CH2:6][CH3:7])=[O:4])=[CH:17][CH:16]=1. The yield is 0.860. (4) The reactants are [NH2:1][C:2]1[C:7]([F:8])=[C:6](Cl)[N:5]=[C:4]([C:10]([O:12][CH3:13])=[O:11])[C:3]=1[O:14][CH3:15].[Cl:16][C:17]1[CH:22]=[CH:21][C:20](B2OCCCO2)=[CH:19][CH:18]=1.[F-].[K+].C1C=C(S([O-])(=O)=O)C=C(P(C2C=CC=C(S([O-])(=O)=O)C=2)C2C=CC=C(S([O-])(=O)=O)C=2)C=1.[Na+].[Na+].[Na+]. The catalyst is CC#N.O.C(Cl)Cl.C([O-])(=O)C.[Pd+2].C([O-])(=O)C. The product is [NH2:1][C:2]1[C:7]([F:8])=[C:6]([C:20]2[CH:21]=[CH:22][C:17]([Cl:16])=[CH:18][CH:19]=2)[N:5]=[C:4]([C:10]([O:12][CH3:13])=[O:11])[C:3]=1[O:14][CH3:15]. The yield is 0.721. (5) The reactants are [CH:1]1([NH:4][C:5]2[N:10]3[N:11]=[CH:12][C:13]([CH:14]=O)=[C:9]3[N:8]=[C:7]([C:16]3[CH:21]=[CH:20][N:19]=[C:18]([F:22])[CH:17]=3)[CH:6]=2)[CH2:3][CH2:2]1.N1CCCCC1.[S:29]1[CH2:33][C:32](=[O:34])[NH:31][C:30]1=[O:35]. The catalyst is CCO. The product is [CH:1]1([NH:4][C:5]2[N:10]3[N:11]=[CH:12][C:13]([CH:14]=[C:33]4[S:29][C:30](=[O:35])[NH:31][C:32]4=[O:34])=[C:9]3[N:8]=[C:7]([C:16]3[CH:21]=[CH:20][N:19]=[C:18]([F:22])[CH:17]=3)[CH:6]=2)[CH2:3][CH2:2]1. The yield is 0.230. (6) The reactants are [Cl:1][C:2]1[CH:25]=[CH:24][C:5]([CH2:6][NH:7][C:8]([C:10]2[C:11]([OH:23])=[C:12]3[CH:18]=[C:17]([C:19]#[C:20][CH2:21][OH:22])[S:16][C:13]3=[N:14][CH:15]=2)=[O:9])=[CH:4][CH:3]=1.C([O-])([O-])=O.[K+].[K+].Br.Br[CH2:34][CH2:35][N:36]([CH2:39][CH3:40])[CH2:37][CH3:38].Br.BrCCNCC. The catalyst is CN(C=O)C.O. The product is [ClH:1].[Cl:1][C:2]1[CH:3]=[CH:4][C:5]([CH2:6][NH:7][C:8]([C:10]2[C:11](=[O:23])[C:12]3[CH:18]=[C:17]([C:19]#[C:20][CH2:21][OH:22])[S:16][C:13]=3[N:14]([CH2:34][CH2:35][N:36]([CH2:39][CH3:40])[CH2:37][CH3:38])[CH:15]=2)=[O:9])=[CH:24][CH:25]=1. The yield is 0.200. (7) The reactants are [F:1][C:2]1[CH:7]=[CH:6][C:5]([NH:8][CH:9]([CH2:13][CH3:14])[C:10](O)=[O:11])=[C:4]([N+:15]([O-])=O)[CH:3]=1.Cl.C(O)C.O.O.[Sn](Cl)Cl. No catalyst specified. The product is [CH2:13]([CH:9]1[NH:8][C:5]2[C:4](=[CH:3][C:2]([F:1])=[CH:7][CH:6]=2)[NH:15][C:10]1=[O:11])[CH3:14]. The yield is 0.418.